Predict the reaction yield, written as a fraction of the theoretical maximum amount of product (1.0 means a 100% yield; for example, 0.34 means a 34% yield). From a dataset of Reaction yield outcomes from USPTO patents with 853,638 reactions. (1) The reactants are [Cl:1][C:2]1[C:7]([N+:8]([O-:10])=[O:9])=[CH:6][CH:5]=[C:4]([Cl:11])[C:3]=1[S:12](Cl)(=[O:14])=[O:13].[N:16]1([C:22]([O:24][C:25]([CH3:28])([CH3:27])[CH3:26])=[O:23])[CH2:21][CH2:20][NH:19][CH2:18][CH2:17]1.C(N(CC)CC)C. No catalyst specified. The product is [C:25]([O:24][C:22]([N:16]1[CH2:21][CH2:20][N:19]([S:12]([C:3]2[C:4]([Cl:11])=[CH:5][CH:6]=[C:7]([N+:8]([O-:10])=[O:9])[C:2]=2[Cl:1])(=[O:14])=[O:13])[CH2:18][CH2:17]1)=[O:23])([CH3:28])([CH3:26])[CH3:27]. The yield is 0.840. (2) The reactants are [OH:1][C:2]1[CH:7]=[CH:6][C:5]([CH2:8][CH2:9][CH2:10][CH:11]2[CH2:15][N:14]([CH2:16][C:17]3[CH:22]=[CH:21][C:20]([C:23]([F:26])([F:25])[F:24])=[CH:19][CH:18]=3)[C:13](=[O:27])[N:12]2[CH3:28])=[CH:4][CH:3]=1.Br[C:30]([CH3:37])([CH2:34][CH2:35][CH3:36])[C:31]([OH:33])=[O:32].[CH3:38][C:39](C)([O-])C.[K+].OS(O)(=O)=O. The catalyst is CC(O)(C)C.CCO. The product is [CH2:38]([O:33][C:31](=[O:32])[C:30]([CH3:37])([O:1][C:2]1[CH:7]=[CH:6][C:5]([CH2:8][CH2:9][CH2:10][CH:11]2[CH2:15][N:14]([CH2:16][C:17]3[CH:22]=[CH:21][C:20]([C:23]([F:26])([F:25])[F:24])=[CH:19][CH:18]=3)[C:13](=[O:27])[N:12]2[CH3:28])=[CH:4][CH:3]=1)[CH2:34][CH2:35][CH3:36])[CH3:39]. The yield is 0.710. (3) The reactants are [CH:1]1([C:4]2[CH:5]=[CH:6][C:7]([C:18]#N)=[N:8][C:9]=2[CH2:10][C:11]2[CH:16]=[CH:15][C:14]([F:17])=[CH:13][CH:12]=2)[CH2:3][CH2:2]1.[OH-:20].[Na+].Cl.[OH2:23]. No catalyst specified. The product is [CH:1]1([C:4]2[CH:5]=[CH:6][C:7]([C:18]([OH:23])=[O:20])=[N:8][C:9]=2[CH2:10][C:11]2[CH:16]=[CH:15][C:14]([F:17])=[CH:13][CH:12]=2)[CH2:3][CH2:2]1. The yield is 0.700.